Dataset: NCI-60 drug combinations with 297,098 pairs across 59 cell lines. Task: Regression. Given two drug SMILES strings and cell line genomic features, predict the synergy score measuring deviation from expected non-interaction effect. (1) Drug 1: CC1C(C(CC(O1)OC2CC(CC3=C2C(=C4C(=C3O)C(=O)C5=C(C4=O)C(=CC=C5)OC)O)(C(=O)C)O)N)O.Cl. Drug 2: CCC1(CC2CC(C3=C(CCN(C2)C1)C4=CC=CC=C4N3)(C5=C(C=C6C(=C5)C78CCN9C7C(C=CC9)(C(C(C8N6C)(C(=O)OC)O)OC(=O)C)CC)OC)C(=O)OC)O.OS(=O)(=O)O. Cell line: HL-60(TB). Synergy scores: CSS=53.1, Synergy_ZIP=0.967, Synergy_Bliss=0.762, Synergy_Loewe=-4.38, Synergy_HSA=-0.0360. (2) Drug 1: CC12CCC3C(C1CCC2=O)CC(=C)C4=CC(=O)C=CC34C. Drug 2: C1=NC(=NC(=O)N1C2C(C(C(O2)CO)O)O)N. Cell line: NCI-H322M. Synergy scores: CSS=29.7, Synergy_ZIP=8.03, Synergy_Bliss=9.65, Synergy_Loewe=8.00, Synergy_HSA=10.7. (3) Drug 1: CC1OCC2C(O1)C(C(C(O2)OC3C4COC(=O)C4C(C5=CC6=C(C=C35)OCO6)C7=CC(=C(C(=C7)OC)O)OC)O)O. Drug 2: CCCCCOC(=O)NC1=NC(=O)N(C=C1F)C2C(C(C(O2)C)O)O. Cell line: UACC-257. Synergy scores: CSS=3.55, Synergy_ZIP=-2.07, Synergy_Bliss=-0.454, Synergy_Loewe=-7.30, Synergy_HSA=-0.571. (4) Drug 1: CCC1=C2CN3C(=CC4=C(C3=O)COC(=O)C4(CC)O)C2=NC5=C1C=C(C=C5)O. Drug 2: C1CN1C2=NC(=NC(=N2)N3CC3)N4CC4. Cell line: SW-620. Synergy scores: CSS=30.6, Synergy_ZIP=-5.97, Synergy_Bliss=-0.761, Synergy_Loewe=-2.45, Synergy_HSA=2.05. (5) Drug 1: C1=NC(=NC(=O)N1C2C(C(C(O2)CO)O)O)N. Drug 2: CCC1(CC2CC(C3=C(CCN(C2)C1)C4=CC=CC=C4N3)(C5=C(C=C6C(=C5)C78CCN9C7C(C=CC9)(C(C(C8N6C)(C(=O)OC)O)OC(=O)C)CC)OC)C(=O)OC)O.OS(=O)(=O)O. Cell line: 786-0. Synergy scores: CSS=-1.13, Synergy_ZIP=1.52, Synergy_Bliss=2.47, Synergy_Loewe=0.0650, Synergy_HSA=0.766. (6) Drug 1: CN1CCC(CC1)COC2=C(C=C3C(=C2)N=CN=C3NC4=C(C=C(C=C4)Br)F)OC. Drug 2: CN(C(=O)NC(C=O)C(C(C(CO)O)O)O)N=O. Cell line: HOP-92. Synergy scores: CSS=21.6, Synergy_ZIP=-2.36, Synergy_Bliss=4.43, Synergy_Loewe=-11.7, Synergy_HSA=5.89. (7) Drug 1: CN(C)C1=NC(=NC(=N1)N(C)C)N(C)C. Drug 2: CC1C(C(CC(O1)OC2CC(CC3=C2C(=C4C(=C3O)C(=O)C5=C(C4=O)C(=CC=C5)OC)O)(C(=O)CO)O)N)O.Cl. Cell line: HOP-92. Synergy scores: CSS=52.3, Synergy_ZIP=-0.468, Synergy_Bliss=-0.846, Synergy_Loewe=-12.1, Synergy_HSA=2.82.